Task: Predict the product of the given reaction.. Dataset: Forward reaction prediction with 1.9M reactions from USPTO patents (1976-2016) (1) Given the reactants [CH3:1][O:2][C:3]([C:5]1[C:13]2[C:12](=[O:14])[N:11]([CH3:15])[C:10](=[O:16])[N:9]([CH:17]([CH3:19])[CH3:18])[C:8]=2[S:7][C:6]=1[CH2:20]Br)=[O:4].[NH:22]([C:24]1[CH:29]=[CH:28][CH:27]=[CH:26][N:25]=1)[NH2:23], predict the reaction product. The product is: [CH3:1][O:2][C:3]([C:5]1[C:13]2[C:12](=[O:14])[N:11]([CH3:15])[C:10](=[O:16])[N:9]([CH:17]([CH3:19])[CH3:18])[C:8]=2[S:7][C:6]=1[CH2:20][C:5]1[C:6]([CH3:20])=[N:23][N:22]([C:24]2[CH:29]=[CH:28][CH:27]=[CH:26][N:25]=2)[C:13]=1[CH3:8])=[O:4]. (2) Given the reactants [F:1][C:2]1[CH:3]=[CH:4][C:5]([O:36][CH3:37])=[C:6]([C:8]2[CH:13]=[CH:12][N:11]=[C:10]3[N:14](S(C4C=CC(C)=CC=4)(=O)=O)[C:15]([C:17]4([OH:25])[CH2:22][CH2:21][S:20](=[O:24])(=[O:23])[CH2:19][CH2:18]4)=[CH:16][C:9]=23)[CH:7]=1.[OH-].[Na+].O, predict the reaction product. The product is: [F:1][C:2]1[CH:3]=[CH:4][C:5]([O:36][CH3:37])=[C:6]([C:8]2[CH:13]=[CH:12][N:11]=[C:10]3[NH:14][C:15]([C:17]4([OH:25])[CH2:18][CH2:19][S:20](=[O:24])(=[O:23])[CH2:21][CH2:22]4)=[CH:16][C:9]=23)[CH:7]=1. (3) Given the reactants [NH2:1][CH:2]1[CH2:7][CH2:6][N:5]([CH:8]([CH3:10])[CH3:9])[CH2:4][CH2:3]1.[ClH:11], predict the reaction product. The product is: [ClH:11].[ClH:11].[NH2:1][CH:2]1[CH2:7][CH2:6][N:5]([CH:8]([CH3:10])[CH3:9])[CH2:4][CH2:3]1. (4) Given the reactants [Br:1][C:2]1[C:7]([O:8][CH3:9])=[CH:6][CH:5]=[C:4](I)[N:3]=1.C([Li])CCC.[CH3:16][C:17]([CH3:19])=[O:18].O, predict the reaction product. The product is: [Br:1][C:2]1[N:3]=[C:4]([C:17]([OH:18])([CH3:19])[CH3:16])[CH:5]=[CH:6][C:7]=1[O:8][CH3:9]. (5) The product is: [N:1]1[CH:6]=[CH:5][CH:4]=[CH:3][C:2]=1[C:7]1[C:8]([CH:17]([NH2:19])[CH3:18])=[N:9][C:10]2[C:15]([CH:16]=1)=[CH:14][CH:13]=[CH:12][N:11]=2. Given the reactants [N:1]1[CH:6]=[CH:5][CH:4]=[CH:3][C:2]=1[C:7]1[C:8]([CH:17]([NH:19]C(=O)OC(C)(C)C)[CH3:18])=[N:9][C:10]2[C:15]([CH:16]=1)=[CH:14][CH:13]=[CH:12][N:11]=2.FC(F)(F)C(O)=O, predict the reaction product. (6) Given the reactants [Cl:1][C:2]1[CH:7]=[C:6]([O:8][C:9]2[C:18]3[C:13](=[CH:14][C:15]([O:21][CH3:22])=[C:16]([O:19][CH3:20])[CH:17]=3)[N:12]=[CH:11][CH:10]=2)[CH:5]=[CH:4][C:3]=1[NH:23][C:24]([NH:26][C:27]1[CH:31]=[C:30]([CH3:32])[O:29][N:28]=1)=[O:25].[C:33]([OH:40])(=[O:39])/[CH:34]=[CH:35]\[C:36]([OH:38])=[O:37].O, predict the reaction product. The product is: [C:33]([OH:40])(=[O:39])/[CH:34]=[CH:35]\[C:36]([OH:38])=[O:37].[Cl:1][C:2]1[CH:7]=[C:6]([O:8][C:9]2[C:18]3[C:13](=[CH:14][C:15]([O:21][CH3:22])=[C:16]([O:19][CH3:20])[CH:17]=3)[N:12]=[CH:11][CH:10]=2)[CH:5]=[CH:4][C:3]=1[NH:23][C:24]([NH:26][C:27]1[CH:31]=[C:30]([CH3:32])[O:29][N:28]=1)=[O:25]. (7) Given the reactants FC(F)(F)C(O)=O.C([O:15][C:16]1[CH:17]=[C:18]([CH:39]=[CH:40][CH:41]=1)[O:19][C:20]1[S:24][C:23]([CH2:25][NH:26][C:27]([C:29]2[CH:30]=[C:31]3[C:36](=[CH:37][CH:38]=2)[N:35]=[CH:34][CH:33]=[CH:32]3)=[O:28])=[CH:22][CH:21]=1)C1C=CC=CC=1.C(=O)(O)[O-].[Na+], predict the reaction product. The product is: [OH:15][C:16]1[CH:17]=[C:18]([CH:39]=[CH:40][CH:41]=1)[O:19][C:20]1[S:24][C:23]([CH2:25][NH:26][C:27]([C:29]2[CH:30]=[C:31]3[C:36](=[CH:37][CH:38]=2)[N:35]=[CH:34][CH:33]=[CH:32]3)=[O:28])=[CH:22][CH:21]=1.